Dataset: Catalyst prediction with 721,799 reactions and 888 catalyst types from USPTO. Task: Predict which catalyst facilitates the given reaction. (1) Reactant: Br[C:2]1[CH:3]=[C:4]2[C:10]([CH:11]([O:15][CH2:16][CH3:17])[O:12][CH2:13][CH3:14])=[N:9][N:8]([C:18]([O:20][C:21]([CH3:24])([CH3:23])[CH3:22])=[O:19])[C:5]2=[CH:6][N:7]=1.[CH3:25][N:26]([CH2:28][C:29]1[CH:30]=[C:31](B(O)O)[CH:32]=[N:33][CH:34]=1)[CH3:27].C([O-])([O-])=O.[K+].[K+].CCOC(C)=O. Product: [CH2:13]([O:12][CH:11]([O:15][CH2:16][CH3:17])[C:10]1[C:4]2[C:5](=[CH:6][N:7]=[C:2]([C:31]3[CH:32]=[N:33][CH:34]=[C:29]([CH2:28][N:26]([CH3:27])[CH3:25])[CH:30]=3)[CH:3]=2)[N:8]([C:18]([O:20][C:21]([CH3:24])([CH3:23])[CH3:22])=[O:19])[N:9]=1)[CH3:14]. The catalyst class is: 117. (2) Reactant: [Cl:1][C:2]1[CH:7]=[CH:6][C:5]([C:8]2[N:9]([C:25]3[CH:30]=[CH:29][CH:28]=[CH:27][C:26]=3[Cl:31])[N:10]=[C:11]3[C:17](=[O:18])[NH:16][CH2:15][CH2:14][N:13](C(=O)C(F)(F)F)[C:12]=23)=[CH:4][CH:3]=1.[H-].[Na+].[F:34][C:35]([F:46])([F:45])[CH2:36]OS(C(F)(F)F)(=O)=O. Product: [Cl:1][C:2]1[CH:7]=[CH:6][C:5]([C:8]2[N:9]([C:25]3[CH:30]=[CH:29][CH:28]=[CH:27][C:26]=3[Cl:31])[N:10]=[C:11]3[C:17](=[O:18])[N:16]([CH2:36][C:35]([F:46])([F:45])[F:34])[CH2:15][CH2:14][NH:13][C:12]=23)=[CH:4][CH:3]=1. The catalyst class is: 3.